This data is from Catalyst prediction with 721,799 reactions and 888 catalyst types from USPTO. The task is: Predict which catalyst facilitates the given reaction. (1) Reactant: [Cl:1][C:2]1[CH:3]=[C:4]([C:8]#[C:9][C:10]2[NH:11][O:12][CH:13]3[NH:17][CH2:16][CH2:15][C:14]=23)[CH:5]=[CH:6][CH:7]=1.C(N(CC)CC)C.[CH3:25][C:26]([CH3:32])([CH3:31])[CH2:27][N:28]=[C:29]=[O:30].O. Product: [Cl:1][C:2]1[CH:3]=[C:4]([C:8]#[C:9][C:10]2[CH:14]3[CH2:15][CH2:16][N:17]([C:29]([NH:28][CH2:27][C:26]([CH3:32])([CH3:31])[CH3:25])=[O:30])[CH:13]3[O:12][N:11]=2)[CH:5]=[CH:6][CH:7]=1. The catalyst class is: 2. (2) Reactant: [N:1]1[CH:6]=[CH:5][C:4]([CH:7]([N:10]2C(=O)C3C(=CC=CC=3)C2=O)[CH2:8][CH3:9])=[N:3][CH:2]=1.O.NN. Product: [N:1]1[CH:6]=[CH:5][C:4]([CH:7]([NH2:10])[CH2:8][CH3:9])=[N:3][CH:2]=1. The catalyst class is: 5. (3) Reactant: [Cl:1][C:2]1[C:3]([O:30][C:31]2[CH:36]=[CH:35][N:34]=[C:33](Cl)[N:32]=2)=[C:4]([CH:26]=[C:27]([F:29])[CH:28]=1)[CH2:5][NH:6][C:7]([NH:9][C:10]1[N:14]([C:15]2[CH:20]=[CH:19][C:18]([CH3:21])=[CH:17][CH:16]=2)[N:13]=[C:12]([C:22]([CH3:25])([CH3:24])[CH3:23])[CH:11]=1)=[O:8].[NH:38]1[CH2:43][CH2:42][O:41][CH2:40][CH2:39]1. Product: [Cl:1][C:2]1[C:3]([O:30][C:31]2[CH:36]=[CH:35][N:34]=[C:33]([N:38]3[CH2:43][CH2:42][O:41][CH2:40][CH2:39]3)[N:32]=2)=[C:4]([CH:26]=[C:27]([F:29])[CH:28]=1)[CH2:5][NH:6][C:7]([NH:9][C:10]1[N:14]([C:15]2[CH:16]=[CH:17][C:18]([CH3:21])=[CH:19][CH:20]=2)[N:13]=[C:12]([C:22]([CH3:25])([CH3:24])[CH3:23])[CH:11]=1)=[O:8]. The catalyst class is: 8. (4) Reactant: [Cl:1][C:2]1[CH:3]=[C:4]([C:8]2[C:13]3[N:14]([CH2:17][C@H:18]4[CH2:23][CH2:22][C@H:21]([CH3:24])[CH2:20][CH2:19]4)[CH:15]=[N:16][C:12]=3[CH:11]=[C:10]([C:25]#[N:26])[N:9]=2)[CH:5]=[N:6][CH:7]=1.P([O-])([O-])(O)=O.[Na+].[Na+].[Br:34]N1C(C)(C)C(=O)N(Br)C1=O. Product: [Br:34][C:15]1[N:14]([CH2:17][C@H:18]2[CH2:23][CH2:22][C@H:21]([CH3:24])[CH2:20][CH2:19]2)[C:13]2[C:8]([C:4]3[CH:5]=[N:6][CH:7]=[C:2]([Cl:1])[CH:3]=3)=[N:9][C:10]([C:25]#[N:26])=[CH:11][C:12]=2[N:16]=1. The catalyst class is: 49. (5) Reactant: [CH3:1][C:2]1[CH:3]=[CH:4][C:5]([NH:8][C:9]([C:11]2[CH:20]=[CH:19][C:18]3[C:13](=[CH:14][CH:15]=[CH:16][CH:17]=3)[CH:12]=2)=[O:10])=[N:6][CH:7]=1.[Br:21]N1C(=O)CCC1=O.C(OOC(=O)C1C=CC=CC=1)(=O)C1C=CC=CC=1. Product: [Br:21][CH2:1][C:2]1[CH:3]=[CH:4][C:5]([NH:8][C:9]([C:11]2[CH:20]=[CH:19][C:18]3[C:13](=[CH:14][CH:15]=[CH:16][CH:17]=3)[CH:12]=2)=[O:10])=[N:6][CH:7]=1. The catalyst class is: 53. (6) Reactant: [Cl:1][C:2]1[C:7]([Cl:8])=[CH:6][N:5]=[CH:4][C:3]=1[CH:9]=[N:10]O.C(C1NC=CN=1)(C1NC=CN=1)=O. Product: [Cl:1][C:2]1[C:3]([C:9]#[N:10])=[CH:4][N:5]=[CH:6][C:7]=1[Cl:8]. The catalyst class is: 4. (7) Reactant: [Br:1]Br.[C:3]([C:6]1[S:10][C:9]([NH:11][C:12](=[O:14])[CH3:13])=[N:8][C:7]=1[CH3:15])(=[O:5])[CH3:4]. Product: [BrH:1].[Br:1][CH2:4][C:3]([C:6]1[S:10][C:9]([NH:11][C:12](=[O:14])[CH3:13])=[N:8][C:7]=1[CH3:15])=[O:5]. The catalyst class is: 12. (8) Reactant: C(N1C=CN=C1)([N:3]1C=CN=C1)=O.[CH2:13]([O:20][C:21]([N:23]1[CH2:26][C:25]([CH2:47][C:48](O)=[O:49])([NH:27][C:28]([C:30]2[CH:35]=[CH:34][C:33]([N:36]3[CH2:39][C:38]([F:41])([F:40])[CH2:37]3)=[C:32]([O:42][CH2:43][CH:44]3[CH2:46][CH2:45]3)[N:31]=2)=[O:29])[CH2:24]1)=[O:22])[C:14]1[CH:19]=[CH:18][CH:17]=[CH:16][CH:15]=1. Product: [NH2:3][C:48](=[O:49])[CH2:47][C:25]1([NH:27][C:28]([C:30]2[CH:35]=[CH:34][C:33]([N:36]3[CH2:37][C:38]([F:40])([F:41])[CH2:39]3)=[C:32]([O:42][CH2:43][CH:44]3[CH2:45][CH2:46]3)[N:31]=2)=[O:29])[CH2:24][N:23]([C:21]([O:20][CH2:13][C:14]2[CH:15]=[CH:16][CH:17]=[CH:18][CH:19]=2)=[O:22])[CH2:26]1. The catalyst class is: 3. (9) Reactant: [F:1][C:2]1[CH:7]=[CH:6][C:5]([NH:8][CH2:9][C:10]2[C:15]([N+:16]([O-:18])=[O:17])=[CH:14][CH:13]=[CH:12][N:11]=2)=[CH:4][CH:3]=1.[C:19](O[C:19]([O:21][C:22]([CH3:25])([CH3:24])[CH3:23])=[O:20])([O:21][C:22]([CH3:25])([CH3:24])[CH3:23])=[O:20].C(=O)(O)[O-].[Na+]. Product: [C:22]([O:21][C:19](=[O:20])[N:8]([C:5]1[CH:4]=[CH:3][C:2]([F:1])=[CH:7][CH:6]=1)[CH2:9][C:10]1[C:15]([N+:16]([O-:18])=[O:17])=[CH:14][CH:13]=[CH:12][N:11]=1)([CH3:25])([CH3:24])[CH3:23]. The catalyst class is: 715. (10) Reactant: [C:1]1(=O)[CH2:6][CH2:5][CH2:4][CH2:3][CH2:2]1.[NH2:8][CH2:9][CH2:10][CH2:11][NH:12][C:13](=[O:19])[O:14][C:15]([CH3:18])([CH3:17])[CH3:16].C(O)(C(F)(F)F)=O. Product: [C:15]([O:14][C:13](=[O:19])[NH:12][CH2:11][CH2:10][CH2:9][NH:8][CH:1]1[CH2:6][CH2:5][CH2:4][CH2:3][CH2:2]1)([CH3:18])([CH3:16])[CH3:17]. The catalyst class is: 191.